This data is from Full USPTO retrosynthesis dataset with 1.9M reactions from patents (1976-2016). The task is: Predict the reactants needed to synthesize the given product. (1) Given the product [CH3:1][O:2][C:3](=[O:33])[CH2:4][NH:5][C:6]1[CH:11]=[CH:10][C:9]([N:12]2[CH:16]=[C:15]([C:17]3[CH:22]=[CH:21][C:20]([Cl:23])=[CH:19][C:18]=3[Cl:24])[N:14]=[C:13]2[CH2:25][C:26]2[CH:31]=[CH:30][C:29]([C:41]3[CH:42]=[CH:43][C:38]([C:34](=[O:37])[CH2:35][CH3:36])=[CH:39][CH:40]=3)=[CH:28][CH:27]=2)=[CH:8][CH:7]=1, predict the reactants needed to synthesize it. The reactants are: [CH3:1][O:2][C:3](=[O:33])[CH2:4][NH:5][C:6]1[CH:11]=[CH:10][C:9]([N:12]2[CH:16]=[C:15]([C:17]3[CH:22]=[CH:21][C:20]([Cl:23])=[CH:19][C:18]=3[Cl:24])[N:14]=[C:13]2[CH2:25][C:26]2[CH:31]=[CH:30][C:29](Br)=[CH:28][CH:27]=2)=[CH:8][CH:7]=1.[C:34]([C:38]1[CH:43]=[CH:42][C:41](B(O)O)=[CH:40][CH:39]=1)(=[O:37])[CH2:35][CH3:36]. (2) Given the product [O:46]=[C:40]1[CH:39]([N:33]2[CH2:32][C:31]3[C:35](=[CH:36][CH:37]=[C:29]([CH2:28][NH:27][C:3](=[O:5])[C:2]([F:1])([F:20])[C:6]4[CH:11]=[CH:10][C:9]([O:12][CH:13]([CH3:15])[CH3:14])=[CH:8][C:7]=4[C:16]([F:19])([F:18])[F:17])[CH:30]=3)[C:34]2=[O:38])[CH2:44][CH2:43][C:42](=[O:45])[NH:41]1, predict the reactants needed to synthesize it. The reactants are: [F:1][C:2]([F:20])([C:6]1[CH:11]=[CH:10][C:9]([O:12][CH:13]([CH3:15])[CH3:14])=[CH:8][C:7]=1[C:16]([F:19])([F:18])[F:17])[C:3]([OH:5])=O.O=P(Cl)(Cl)Cl.Cl.[NH2:27][CH2:28][C:29]1[CH:30]=[C:31]2[C:35](=[CH:36][CH:37]=1)[C:34](=[O:38])[N:33]([CH:39]1[CH2:44][CH2:43][C:42](=[O:45])[NH:41][C:40]1=[O:46])[CH2:32]2.C(=O)(O)[O-].[Na+]. (3) The reactants are: [C:1](=[O:38])([O:8][CH:9]1[CH2:13][CH:12]([OH:14])[C@H:11]([CH2:15]/[CH:16]=[CH:17]\[CH2:18][CH2:19][CH2:20][C:21]([NH:23][CH2:24][CH3:25])=[O:22])[C@H:10]1/[CH:26]=[CH:27]/[C@@H:28]([OH:37])[CH2:29][CH2:30][C:31]1[CH:36]=[CH:35][CH:34]=[CH:33][CH:32]=1)[O:2][CH2:3][CH2:4][CH2:5][CH2:6]Cl.[I-:39].[Na+]. Given the product [C:1](=[O:38])([O:2][CH2:3][CH2:4][CH2:5][CH2:6][I:39])[O:8][CH:9]1[CH2:13][CH:12]([OH:14])[C@H:11]([CH2:15]/[CH:16]=[CH:17]\[CH2:18][CH2:19][CH2:20][C:21]([NH:23][CH2:24][CH3:25])=[O:22])[C@H:10]1/[CH:26]=[CH:27]/[C@@H:28]([OH:37])[CH2:29][CH2:30][C:31]1[CH:36]=[CH:35][CH:34]=[CH:33][CH:32]=1, predict the reactants needed to synthesize it. (4) Given the product [CH:7]1[CH:8]=[C:2]([C:1]([OH:10])=[O:9])[C:3]([OH:4])=[CH:5][CH:6]=1.[CH2:13]([N:12]([CH2:19][CH2:20][OH:21])[CH2:16][CH2:17][OH:18])[CH2:14][OH:15], predict the reactants needed to synthesize it. The reactants are: [C:1]([OH:10])(=[O:9])[C:2]1[C:3](=[CH:5][CH:6]=[CH:7][CH:8]=1)[OH:4].O.[N:12]([CH2:19][CH2:20][OH:21])([CH2:16][CH2:17][OH:18])[CH2:13][CH2:14][OH:15].